Dataset: Catalyst prediction with 721,799 reactions and 888 catalyst types from USPTO. Task: Predict which catalyst facilitates the given reaction. Reactant: [Cl-].[C:2]([CH2:5][CH:6]1[C:15]2[C:10](=[C:11]([I:16])[CH:12]=[CH:13][CH:14]=2)[CH2:9][CH2:8][N:7]1[C:17](=[O:20])[CH2:18][NH3+:19])(O)=[O:3].C(OC(NCC(N1CCC2C(=CC=CC=2I)C1CC([O-])=O)=O)=O)(C)(C)C.[Na+].Cl. Product: [I:16][C:11]1[CH:12]=[CH:13][CH:14]=[C:15]2[C:10]=1[CH2:9][CH2:8][N:7]1[C:17](=[O:20])[CH2:18][NH:19][C:2](=[O:3])[CH:5]=[C:6]12. The catalyst class is: 12.